Predict the reactants needed to synthesize the given product. From a dataset of Full USPTO retrosynthesis dataset with 1.9M reactions from patents (1976-2016). Given the product [CH2:18]([O:20][C:21]1[CH:22]=[C:23]([CH:24]2[NH:36][C:34](=[O:35])[NH:33][C:8]([C:10]3[CH:11]=[C:12]([CH:15]=[CH:16][CH:17]=3)[C:13]#[N:14])=[C:7]2[C:1]2[CH:6]=[CH:5][CH:4]=[CH:3][CH:2]=2)[CH:26]=[C:27]([N+:30]([O-:32])=[O:31])[C:28]=1[OH:29])[CH3:19], predict the reactants needed to synthesize it. The reactants are: [C:1]1([CH2:7][C:8]([C:10]2[CH:11]=[C:12]([CH:15]=[CH:16][CH:17]=2)[C:13]#[N:14])=O)[CH:6]=[CH:5][CH:4]=[CH:3][CH:2]=1.[CH2:18]([O:20][C:21]1[CH:22]=[C:23]([CH:26]=[C:27]([N+:30]([O-:32])=[O:31])[C:28]=1[OH:29])[CH:24]=O)[CH3:19].[NH2:33][C:34]([NH2:36])=[O:35].Cl.